From a dataset of Forward reaction prediction with 1.9M reactions from USPTO patents (1976-2016). Predict the product of the given reaction. (1) Given the reactants [CH3:1][C:2]1[N:7]=[CH:6][C:5]([CH2:8][O:9][C:10]2[CH:15]=[CH:14][N:13]([C:16]3[CH:21]=[CH:20][C:19]4[C:22]5[CH2:23][N:24](C(OC(C)(C)C)=O)[CH2:25][CH2:26][CH2:27][C:28]=5[O:29][C:18]=4[CH:17]=3)[C:12](=[O:37])[CH:11]=2)=[CH:4][CH:3]=1.Cl.C([O-])(O)=O.[Na+], predict the reaction product. The product is: [CH3:1][C:2]1[N:7]=[CH:6][C:5]([CH2:8][O:9][C:10]2[CH:15]=[CH:14][N:13]([C:16]3[CH:21]=[CH:20][C:19]4[C:22]5[CH2:23][NH:24][CH2:25][CH2:26][CH2:27][C:28]=5[O:29][C:18]=4[CH:17]=3)[C:12](=[O:37])[CH:11]=2)=[CH:4][CH:3]=1. (2) Given the reactants [Cl:1][C:2]1[CH:11]=[CH:10][C:5]([C:6](=[N:8][OH:9])[NH2:7])=[CH:4][CH:3]=1.[OH-].C([N+](C)(C)C)C1C=CC=CC=1.[OH-].[Na+].[O:26]1[CH:30]=[CH:29][CH:28]=[C:27]1[C:31](Cl)=O, predict the reaction product. The product is: [Cl:1][C:2]1[CH:11]=[CH:10][C:5]([C:6]2[N:7]=[C:31]([C:27]3[O:26][CH:30]=[CH:29][CH:28]=3)[O:9][N:8]=2)=[CH:4][CH:3]=1. (3) Given the reactants [CH2:1]([O:8][CH:9]1[C:17]([CH3:19])([CH3:18])[CH2:16][C:15]2[NH:14][N:13]=[C:12]([C:20]([OH:22])=[O:21])[C:11]=2[CH2:10]1)[C:2]1[CH:7]=[CH:6][CH:5]=[CH:4][CH:3]=1.F[C:24]1[CH:29]=[C:28]([I:30])[CH:27]=[CH:26][N:25]=1, predict the reaction product. The product is: [CH2:1]([O:8][CH:9]1[C:17]([CH3:19])([CH3:18])[CH2:16][C:15]2[N:14]([C:24]3[CH:29]=[C:28]([I:30])[CH:27]=[CH:26][N:25]=3)[N:13]=[C:12]([C:20]([OH:22])=[O:21])[C:11]=2[CH2:10]1)[C:2]1[CH:7]=[CH:6][CH:5]=[CH:4][CH:3]=1. (4) The product is: [CH3:14][O:15][C:16]1[CH:21]=[CH:20][C:19](/[CH:22]=[CH:23]/[C:24]([OH:8])=[O:25])=[C:18]([N+:26]([O-:28])=[O:27])[CH:17]=1. Given the reactants NC1C=C([O:8]C)C=CC=1CCCO.[CH3:14][O:15][C:16]1[CH:21]=[CH:20][C:19]([CH2:22][CH2:23][CH2:24][OH:25])=[C:18]([N+:26]([O-:28])=[O:27])[CH:17]=1, predict the reaction product.